From a dataset of Full USPTO retrosynthesis dataset with 1.9M reactions from patents (1976-2016). Predict the reactants needed to synthesize the given product. (1) The reactants are: [CH:1](=[O:8])[C:2]1[CH:7]=[CH:6][CH:5]=[CH:4][CH:3]=1.[CH:9]([Mg]Br)=[CH2:10]. Given the product [C:2]1([CH:1]([OH:8])[CH:9]=[CH2:10])[CH:7]=[CH:6][CH:5]=[CH:4][CH:3]=1, predict the reactants needed to synthesize it. (2) Given the product [CH:1]1([C:7]2[CH:20]=[CH:19][C:10]([O:11][CH2:12][C@H:13]3[O:17][C:16]4=[N:18][C:24](=[O:23])[CH:25]=[C:26]([CH2:27][S:28][CH2:29][CH3:30])[N:15]4[CH2:14]3)=[CH:9][CH:8]=2)[CH2:2][CH2:3][CH2:4][CH2:5][CH2:6]1, predict the reactants needed to synthesize it. The reactants are: [CH:1]1([C:7]2[CH:20]=[CH:19][C:10]([O:11][CH2:12][C@H:13]3[O:17][C:16]([NH2:18])=[N:15][CH2:14]3)=[CH:9][CH:8]=2)[CH2:6][CH2:5][CH2:4][CH2:3][CH2:2]1.C([O:23][C:24](=O)[C:25]#[C:26][CH2:27][S:28][CH2:29][CH3:30])C. (3) Given the product [N:8]1[CH:13]=[CH:12][CH:11]=[CH:10][C:9]=1[C:14]1([CH2:17][CH2:18][N:19]([CH2:30][C:26]2[N:25]([C:21]3[S:20][CH:2]=[CH:3][N:22]=3)[CH:29]=[CH:28][CH:27]=2)[CH2:30][C:26]2[N:25]([C:21]3[S:20][CH:24]=[CH:23][N:22]=3)[CH:29]=[CH:28][CH:27]=2)[CH2:15][CH2:16]1, predict the reactants needed to synthesize it. The reactants are: F[C:2](F)(F)[C:3]([O-])=O.[N:8]1[CH:13]=[CH:12][CH:11]=[CH:10][C:9]=1[C:14]1([CH2:17][CH2:18][NH2:19])[CH2:16][CH2:15]1.[S:20]1[CH:24]=[CH:23][N:22]=[C:21]1[N:25]1[CH:29]=[CH:28][CH:27]=[C:26]1[CH:30]=O. (4) Given the product [CH3:17][N:16]([CH3:18])[CH2:15][CH2:14][N:11]1[CH2:10][CH2:9][CH:8]([NH:7][CH3:6])[CH2:13][CH2:12]1, predict the reactants needed to synthesize it. The reactants are: C(O[C:6](=O)[NH:7][CH:8]1[CH2:13][CH2:12][N:11]([C:14](=O)[CH2:15][N:16]([CH3:18])[CH3:17])[CH2:10][CH2:9]1)(C)(C)C.[H-].[Al+3].[Li+].[H-].[H-].[H-].O.[OH-].[Na+].